This data is from NCI-60 drug combinations with 297,098 pairs across 59 cell lines. The task is: Regression. Given two drug SMILES strings and cell line genomic features, predict the synergy score measuring deviation from expected non-interaction effect. (1) Drug 1: CC1=C(C(=O)C2=C(C1=O)N3CC4C(C3(C2COC(=O)N)OC)N4)N. Drug 2: CC1C(C(CC(O1)OC2CC(CC3=C2C(=C4C(=C3O)C(=O)C5=CC=CC=C5C4=O)O)(C(=O)C)O)N)O. Cell line: SK-MEL-28. Synergy scores: CSS=53.2, Synergy_ZIP=-3.93, Synergy_Bliss=-2.02, Synergy_Loewe=-0.849, Synergy_HSA=0.533. (2) Drug 1: CC1C(C(CC(O1)OC2CC(CC3=C2C(=C4C(=C3O)C(=O)C5=C(C4=O)C(=CC=C5)OC)O)(C(=O)CO)O)N)O.Cl. Drug 2: CN(CCCl)CCCl.Cl. Cell line: UO-31. Synergy scores: CSS=9.31, Synergy_ZIP=-0.252, Synergy_Bliss=-0.732, Synergy_Loewe=-4.35, Synergy_HSA=-3.61. (3) Drug 1: CN1C2=C(C=C(C=C2)N(CCCl)CCCl)N=C1CCCC(=O)O.Cl. Drug 2: CCCCCOC(=O)NC1=NC(=O)N(C=C1F)C2C(C(C(O2)C)O)O. Cell line: HCT-15. Synergy scores: CSS=39.1, Synergy_ZIP=2.46, Synergy_Bliss=7.10, Synergy_Loewe=2.71, Synergy_HSA=3.03. (4) Drug 1: C1=NC(=NC(=O)N1C2C(C(C(O2)CO)O)O)N. Drug 2: C(CC(=O)O)C(=O)CN.Cl. Cell line: KM12. Synergy scores: CSS=38.6, Synergy_ZIP=-2.83, Synergy_Bliss=0.0908, Synergy_Loewe=3.22, Synergy_HSA=4.35. (5) Drug 1: CC=C1C(=O)NC(C(=O)OC2CC(=O)NC(C(=O)NC(CSSCCC=C2)C(=O)N1)C(C)C)C(C)C. Drug 2: CCN(CC)CCNC(=O)C1=C(NC(=C1C)C=C2C3=C(C=CC(=C3)F)NC2=O)C. Cell line: SF-539. Synergy scores: CSS=59.1, Synergy_ZIP=-5.17, Synergy_Bliss=-9.52, Synergy_Loewe=-61.0, Synergy_HSA=-5.97. (6) Drug 1: CN(C)N=NC1=C(NC=N1)C(=O)N. Drug 2: CCC1(CC2CC(C3=C(CCN(C2)C1)C4=CC=CC=C4N3)(C5=C(C=C6C(=C5)C78CCN9C7C(C=CC9)(C(C(C8N6C=O)(C(=O)OC)O)OC(=O)C)CC)OC)C(=O)OC)O.OS(=O)(=O)O. Cell line: T-47D. Synergy scores: CSS=21.1, Synergy_ZIP=-8.53, Synergy_Bliss=1.08, Synergy_Loewe=-20.7, Synergy_HSA=0.415. (7) Drug 1: CC1=CC2C(CCC3(C2CCC3(C(=O)C)OC(=O)C)C)C4(C1=CC(=O)CC4)C. Drug 2: C(=O)(N)NO. Cell line: A549. Synergy scores: CSS=6.19, Synergy_ZIP=-4.45, Synergy_Bliss=-0.440, Synergy_Loewe=-0.0415, Synergy_HSA=0.772.